Dataset: Peptide-MHC class II binding affinity with 134,281 pairs from IEDB. Task: Regression. Given a peptide amino acid sequence and an MHC pseudo amino acid sequence, predict their binding affinity value. This is MHC class II binding data. The peptide sequence is SDAKTLVLNIKYTRP. The MHC is DRB1_0101 with pseudo-sequence DRB1_0101. The binding affinity (normalized) is 0.321.